Dataset: Full USPTO retrosynthesis dataset with 1.9M reactions from patents (1976-2016). Task: Predict the reactants needed to synthesize the given product. Given the product [F:38][C:6]1[CH:7]=[CH:8][C:9]2[N:10]=[C:11]([C@@H:20]([NH:22][C:23]3[N:31]=[CH:30][N:29]=[C:28]4[C:24]=3[N:25]=[CH:26][N:27]4[CH:32]3[CH2:37][CH2:36][CH2:35][CH2:34][O:33]3)[CH3:21])[N:12]([C:14]3[CH:15]=[CH:16][CH:17]=[CH:18][CH:19]=3)[C:13]=2[C:5]=1[C:3]([OH:4])=[O:2], predict the reactants needed to synthesize it. The reactants are: C[O:2][C:3]([C:5]1[C:13]2[N:12]([C:14]3[CH:19]=[CH:18][CH:17]=[CH:16][CH:15]=3)[C:11]([C@@H:20]([NH:22][C:23]3[N:31]=[CH:30][N:29]=[C:28]4[C:24]=3[N:25]=[CH:26][N:27]4[CH:32]3[CH2:37][CH2:36][CH2:35][CH2:34][O:33]3)[CH3:21])=[N:10][C:9]=2[CH:8]=[CH:7][C:6]=1[F:38])=[O:4].O[Li].O.Cl.